From a dataset of Forward reaction prediction with 1.9M reactions from USPTO patents (1976-2016). Predict the product of the given reaction. (1) Given the reactants [C:1]([O:5][C:6]([CH3:9])([CH3:8])[CH3:7])(=[O:4])[C:2]#[CH:3].[Mg+2].[Cl-].[Cl-].[F:13][C:14]1[CH:19]=[CH:18][CH:17]=[C:16](I)[CH:15]=1, predict the reaction product. The product is: [F:13][C:14]1[CH:15]=[C:16]([C:3]#[C:2][C:1]([O:5][C:6]([CH3:9])([CH3:8])[CH3:7])=[O:4])[CH:17]=[CH:18][CH:19]=1. (2) The product is: [O:27]1[CH2:28][CH2:29][C:8]2([C:9]3[C:14](=[CH:13][CH:12]=[CH:11][CH:10]=3)[NH:6][C:7]2=[O:15])[CH2:25][CH2:26]1. Given the reactants C([Li])CCC.[NH:6]1[C:14]2[C:9](=[CH:10][CH:11]=[CH:12][CH:13]=2)[CH2:8][C:7]1=[O:15].CN(C)CCN(C)C.I[CH2:25][CH2:26][O:27][CH2:28][CH2:29]I, predict the reaction product. (3) The product is: [CH2:7]([NH:14][C:15](=[O:16])[NH:1][CH2:2][CH2:3][C:4]([OH:6])=[O:5])[C:8]1[CH:13]=[CH:12][CH:11]=[CH:10][CH:9]=1. Given the reactants [NH2:1][CH2:2][CH2:3][C:4]([OH:6])=[O:5].[CH2:7]([N:14]=[C:15]=[O:16])[C:8]1[CH:13]=[CH:12][CH:11]=[CH:10][CH:9]=1, predict the reaction product. (4) Given the reactants [OH:1][C:2]1[CH:3]=[C:4]([CH:7]=[CH:8][CH:9]=1)[C:5]#[N:6].Br[CH:11]([CH2:17][CH2:18][CH3:19])[C:12]([O:14][CH2:15][CH3:16])=[O:13].C(=O)([O-])[O-].[Cs+].[Cs+], predict the reaction product. The product is: [C:5]([C:4]1[CH:3]=[C:2]([CH:9]=[CH:8][CH:7]=1)[O:1][CH:11]([CH2:17][CH2:18][CH3:19])[C:12]([O:14][CH2:15][CH3:16])=[O:13])#[N:6]. (5) Given the reactants [C:1]([O:5][C:6]([N:8]1[CH:13]([C:14]([O:16][C:17]([CH3:20])([CH3:19])[CH3:18])=[O:15])[CH2:12][CH2:11][CH:10]([C:21](O)=[O:22])[CH2:9]1)=[O:7])([CH3:4])([CH3:3])[CH3:2].[Li].C[Si](N[Si](C)(C)C)(C)C.[C:34]([O:37][CH2:38][CH3:39])(=[O:36])[CH3:35], predict the reaction product. The product is: [CH2:38]([O:37][C:34](=[O:36])[CH2:35][C:21]([CH:10]1[CH2:9][N:8]([C:6]([O:5][C:1]([CH3:4])([CH3:2])[CH3:3])=[O:7])[CH:13]([C:14]([O:16][C:17]([CH3:20])([CH3:19])[CH3:18])=[O:15])[CH2:12][CH2:11]1)=[O:22])[CH3:39]. (6) Given the reactants Cl[S:2]([C:5]1[CH:25]=[CH:24][C:8]([O:9][C:10]2[C:15]([F:16])=[CH:14][C:13](/[CH:17]=[C:18](\[CH3:22])/[C:19]([OH:21])=[O:20])=[CH:12][C:11]=2[F:23])=[CH:7][CH:6]=1)(=[O:4])=[O:3].[NH3:26], predict the reaction product. The product is: [F:23][C:11]1[CH:12]=[C:13](/[CH:17]=[C:18](\[CH3:22])/[C:19]([OH:21])=[O:20])[CH:14]=[C:15]([F:16])[C:10]=1[O:9][C:8]1[CH:24]=[CH:25][C:5]([S:2](=[O:4])(=[O:3])[NH2:26])=[CH:6][CH:7]=1. (7) Given the reactants [CH3:13][C:12]([O:11][C:9](O[C:9]([O:11][C:12]([CH3:15])([CH3:14])[CH3:13])=[O:10])=[O:10])([CH3:15])[CH3:14].[Br:16][C:17]1[CH:18]=[C:19]([CH:22]=[CH:23][CH:24]=1)[CH2:20][NH2:21].C(N(CC)CC)C, predict the reaction product. The product is: [Br:16][C:17]1[CH:18]=[C:19]([CH2:20][NH:21][C:9](=[O:10])[O:11][C:12]([CH3:13])([CH3:14])[CH3:15])[CH:22]=[CH:23][CH:24]=1. (8) Given the reactants [F:1][C:2]([F:49])([F:48])[C:3]1[CH:4]=[C:5]([CH:41]=[C:42]([C:44]([F:47])([F:46])[F:45])[CH:43]=1)[CH2:6][N:7]([CH2:20][C:21]1[CH:26]=[C:25]([C:27]([F:30])([F:29])[F:28])[CH:24]=[CH:23][C:22]=1[N:31]([CH2:34][CH:35]1[CH2:40][CH2:39][CH2:38][CH2:37][CH2:36]1)[CH2:32][CH3:33])[C:8]1[N:13]=[CH:12][C:11]([O:14][CH2:15][CH2:16][C:17]([OH:19])=[O:18])=[CH:10][N:9]=1.[OH-].[Na+:51], predict the reaction product. The product is: [Na+:51].[F:49][C:2]([F:1])([F:48])[C:3]1[CH:4]=[C:5]([CH:41]=[C:42]([C:44]([F:45])([F:46])[F:47])[CH:43]=1)[CH2:6][N:7]([CH2:20][C:21]1[CH:26]=[C:25]([C:27]([F:30])([F:29])[F:28])[CH:24]=[CH:23][C:22]=1[N:31]([CH2:34][CH:35]1[CH2:40][CH2:39][CH2:38][CH2:37][CH2:36]1)[CH2:32][CH3:33])[C:8]1[N:9]=[CH:10][C:11]([O:14][CH2:15][CH2:16][C:17]([O-:19])=[O:18])=[CH:12][N:13]=1.